From a dataset of Catalyst prediction with 721,799 reactions and 888 catalyst types from USPTO. Predict which catalyst facilitates the given reaction. (1) Reactant: [C:1](Cl)(Cl)=[O:2].[C:5]([C:9]1[CH:10]=[C:11]([NH2:30])[N:12]([C:14]2[CH:19]=[CH:18][CH:17]=[C:16]([O:20][CH2:21][CH2:22][O:23][CH:24]3[CH2:29][CH2:28][CH2:27][CH2:26][O:25]3)[CH:15]=2)[N:13]=1)([CH3:8])([CH3:7])[CH3:6].C([O-])(O)=O.[Na+].[CH3:36][O:37][C:38](=[O:66])[C:39]1[CH:44]=[CH:43][C:42]([CH3:45])=[C:41]([N:46]2[C:51]([CH3:52])=[CH:50][C:49]([O:53][CH2:54][C:55]3[CH:60]=[CH:59][C:58]([F:61])=[CH:57][C:56]=3[CH2:62][NH2:63])=[C:48]([Cl:64])[C:47]2=[O:65])[CH:40]=1. The catalyst class is: 266. Product: [CH3:36][O:37][C:38](=[O:66])[C:39]1[CH:44]=[CH:43][C:42]([CH3:45])=[C:41]([N:46]2[C:51]([CH3:52])=[CH:50][C:49]([O:53][CH2:54][C:55]3[CH:60]=[CH:59][C:58]([F:61])=[CH:57][C:56]=3[CH2:62][NH:63][C:1]([NH:30][C:11]3[N:12]([C:14]4[CH:19]=[CH:18][CH:17]=[C:16]([O:20][CH2:21][CH2:22][O:23][CH:24]5[CH2:29][CH2:28][CH2:27][CH2:26][O:25]5)[CH:15]=4)[N:13]=[C:9]([C:5]([CH3:8])([CH3:6])[CH3:7])[CH:10]=3)=[O:2])=[C:48]([Cl:64])[C:47]2=[O:65])[CH:40]=1. (2) Reactant: [C:1](Cl)(=[O:3])[CH3:2].[CH2:5]([O:7][C:8](=[O:43])[CH:9]([NH:24][C:25]([C:27]1([NH:32][C:33](=[O:42])[CH:34]([S:38][C:39](=[O:41])[CH3:40])[CH:35]([CH3:37])[CH3:36])[CH2:31][CH2:30][CH2:29][CH2:28]1)=[O:26])[CH2:10][C:11]1[CH:12]=[N:13][C:14]([C:17]2[CH:22]=[CH:21][CH:20]=[C:19]([NH2:23])[CH:18]=2)=[CH:15][CH:16]=1)[CH3:6]. Product: [CH2:5]([O:7][C:8](=[O:43])[CH:9]([NH:24][C:25]([C:27]1([NH:32][C:33](=[O:42])[CH:34]([S:38][C:39](=[O:41])[CH3:40])[CH:35]([CH3:37])[CH3:36])[CH2:28][CH2:29][CH2:30][CH2:31]1)=[O:26])[CH2:10][C:11]1[CH:12]=[N:13][C:14]([C:17]2[CH:22]=[CH:21][CH:20]=[C:19]([NH:23][C:1](=[O:3])[CH3:2])[CH:18]=2)=[CH:15][CH:16]=1)[CH3:6]. The catalyst class is: 1. (3) Reactant: [CH2:1]([NH:8][C:9]1[CH:14]=[CH:13][N:12]=[C:11]([Cl:15])[C:10]=1[N+:16]([O-])=O)[C:2]1[CH:7]=[CH:6][CH:5]=[CH:4][CH:3]=1.C(NC1C([N+]([O-])=O)=CN=C(Cl)C=1)C1C=CC=CC=1.C([O-])=O.[NH4+]. Product: [CH2:1]([NH:8][C:9]1[CH:14]=[CH:13][N:12]=[C:11]([Cl:15])[C:10]=1[NH2:16])[C:2]1[CH:7]=[CH:6][CH:5]=[CH:4][CH:3]=1. The catalyst class is: 284. (4) Reactant: [CH2:1]([S:3]SCC)[CH3:2].[F:7][C:8]1[CH:13]=[CH:12][C:11](N)=[CH:10][CH:9]=1.N(OC(C)(C)C)=O. Product: [CH2:1]([S:3][C:11]1[CH:12]=[CH:13][C:8]([F:7])=[CH:9][CH:10]=1)[CH3:2]. The catalyst class is: 4. (5) Reactant: [OH:1][CH2:2][CH2:3][CH2:4][CH2:5][C:6]1[C:14]2[C:9](=[CH:10][CH:11]=[C:12]([C:15]#[N:16])[CH:13]=2)[NH:8][CH:7]=1.[C:17]1([CH3:27])[CH:22]=[CH:21][C:20]([S:23](Cl)(=[O:25])=[O:24])=[CH:19][CH:18]=1. Product: [C:17]1([CH3:27])[CH:22]=[CH:21][C:20]([S:23]([O:1][CH2:2][CH2:3][CH2:4][CH2:5][C:6]2[C:14]3[C:9](=[CH:10][CH:11]=[C:12]([C:15]#[N:16])[CH:13]=3)[NH:8][CH:7]=2)(=[O:25])=[O:24])=[CH:19][CH:18]=1. The catalyst class is: 4. (6) Reactant: [Br:1][C:2]1[CH:9]=[CH:8][C:5]([CH2:6]Br)=[CH:4][CH:3]=1.C(N(CC)CC)C.[NH:17]1[CH2:22][CH2:21][S:20][CH2:19][CH2:18]1. Product: [Br:1][C:2]1[CH:9]=[CH:8][C:5]([CH2:6][N:17]2[CH2:22][CH2:21][S:20][CH2:19][CH2:18]2)=[CH:4][CH:3]=1. The catalyst class is: 1. (7) Reactant: [CH2:1]([O:3][C:4](=[O:17])[C:5]([O:8][C:9]1[CH:14]=[CH:13][C:12]([OH:15])=[CH:11][C:10]=1[CH3:16])([CH3:7])[CH3:6])[CH3:2].[C:18]([C:20]1[CH:21]=[C:22](B(O)O)[CH:23]=[CH:24][CH:25]=1)#[N:19].N1C=CC=CC=1. Product: [CH2:1]([O:3][C:4](=[O:17])[C:5]([O:8][C:9]1[CH:14]=[CH:13][C:12]([O:15][C:24]2[CH:23]=[CH:22][CH:21]=[C:20]([C:18]#[N:19])[CH:25]=2)=[CH:11][C:10]=1[CH3:16])([CH3:6])[CH3:7])[CH3:2]. The catalyst class is: 732.